Dataset: Ames mutagenicity test results for genotoxicity prediction. Task: Regression/Classification. Given a drug SMILES string, predict its toxicity properties. Task type varies by dataset: regression for continuous values (e.g., LD50, hERG inhibition percentage) or binary classification for toxic/non-toxic outcomes (e.g., AMES mutagenicity, cardiotoxicity, hepatotoxicity). Dataset: ames. (1) The result is 1 (mutagenic). The drug is O=S1(=O)OCCCO1. (2) The compound is C1CCCCCC2OC2CCCC1. The result is 0 (non-mutagenic). (3) The compound is Cc1c(C(C)C)c(=O)n(-c2ccccc2)n1C. The result is 0 (non-mutagenic). (4) The molecule is COc1cc2c(c3ccc4ccccc4c13)CCC2C. The result is 1 (mutagenic).